This data is from Full USPTO retrosynthesis dataset with 1.9M reactions from patents (1976-2016). The task is: Predict the reactants needed to synthesize the given product. Given the product [CH3:1][N:2]1[C:10]2[C:5](=[CH:6][CH:7]=[C:8]([C:11]([O:13][CH3:14])=[O:12])[CH:9]=2)[CH2:4][CH2:3]1, predict the reactants needed to synthesize it. The reactants are: [CH3:1][N:2]1[C:10]2[C:5](=[CH:6][CH:7]=[C:8]([C:11]([O:13][CH3:14])=[O:12])[CH:9]=2)[CH:4]=[CH:3]1.[Na].[OH-].[Na+].